Predict the reaction yield, written as a fraction of the theoretical maximum amount of product (1.0 means a 100% yield; for example, 0.34 means a 34% yield). From a dataset of Reaction yield outcomes from USPTO patents with 853,638 reactions. (1) The yield is 0.490. The product is [F:15][C:16]1[N:21]=[C:20]([C:22]2[NH:6][C:4](=[O:5])[C:3]3[C:2](=[CH:10][C:9]([O:11][CH3:12])=[CH:8][C:7]=3[O:13][CH3:14])[N:1]=2)[CH:19]=[CH:18][CH:17]=1. The catalyst is CN(C)C(=O)C. The reactants are [NH2:1][C:2]1[CH:10]=[C:9]([O:11][CH3:12])[CH:8]=[C:7]([O:13][CH3:14])[C:3]=1[C:4]([NH2:6])=[O:5].[F:15][C:16]1[N:21]=[C:20]([CH:22]=O)[CH:19]=[CH:18][CH:17]=1.OS([O-])=O.[Na+].O.C1(C)C=CC(S(O)(=O)=O)=CC=1. (2) The reactants are [Cl-].O[NH3+:3].[C:4](=[O:7])([O-])[OH:5].[Na+].CS(C)=O.[CH2:13]([C:17]1[N:18]([CH2:46][C:47]2[CH:52]=[CH:51][C:50]([C:53]3[C:54]([C:59]#[N:60])=[CH:55][CH:56]=[CH:57][CH:58]=3)=[CH:49][CH:48]=2)[C:19](=[O:45])[C:20]([C:26]2[CH:31]=[CH:30][C:29]([O:32][C:33]([CH3:44])([CH3:43])[CH2:34][O:35][Si](C(C)(C)C)(C)C)=[CH:28][CH:27]=2)=[C:21]([CH:23]2[CH2:25][CH2:24]2)[N:22]=1)[CH2:14][CH2:15][CH3:16]. The catalyst is C(OCC)(=O)C. The product is [CH2:13]([C:17]1[N:18]([CH2:46][C:47]2[CH:48]=[CH:49][C:50]([C:53]3[CH:58]=[CH:57][CH:56]=[CH:55][C:54]=3[C:59]3[NH:60][C:4](=[O:7])[O:5][N:3]=3)=[CH:51][CH:52]=2)[C:19](=[O:45])[C:20]([C:26]2[CH:27]=[CH:28][C:29]([O:32][C:33]([CH3:44])([CH3:43])[CH2:34][OH:35])=[CH:30][CH:31]=2)=[C:21]([CH:23]2[CH2:24][CH2:25]2)[N:22]=1)[CH2:14][CH2:15][CH3:16]. The yield is 0.650. (3) The reactants are Cl.[C:2]([C:6]1[CH:10]=[C:9]([NH2:11])[N:8]([CH2:12][C@H:13]2[CH2:17][CH2:16][CH2:15][O:14]2)[N:7]=1)([CH3:5])([CH3:4])[CH3:3].C(N(CC)CC)C.[F:25][C:26]1[C:34]([C:35]([F:38])([F:37])[F:36])=[CH:33][CH:32]=[CH:31][C:27]=1[C:28](Cl)=[O:29]. The catalyst is C(Cl)Cl. The product is [C:2]([C:6]1[CH:10]=[C:9]([NH:11][C:28](=[O:29])[C:27]2[CH:31]=[CH:32][CH:33]=[C:34]([C:35]([F:36])([F:37])[F:38])[C:26]=2[F:25])[N:8]([CH2:12][C@H:13]2[CH2:17][CH2:16][CH2:15][O:14]2)[N:7]=1)([CH3:5])([CH3:3])[CH3:4]. The yield is 0.900. (4) The reactants are [CH3:1][O:2][C:3]1[CH:8]=[CH:7][C:6]([N:9]2[CH:13]=[CH:12][CH:11]=[N:10]2)=[CH:5][CH:4]=1.[Br:14]N1C(=O)CCC1=O. The catalyst is O1CCCC1. The product is [Br:14][C:12]1[CH:11]=[N:10][N:9]([C:6]2[CH:5]=[CH:4][C:3]([O:2][CH3:1])=[CH:8][CH:7]=2)[CH:13]=1. The yield is 0.840. (5) The reactants are [Cl:1][S:2]([OH:5])(=O)=[O:3].[Cl:6][C:7]1[CH:8]=[C:9]([OH:14])[C:10]([CH3:13])=[CH:11][CH:12]=1. The catalyst is ClCCl. The product is [Cl:6][C:7]1[CH:8]=[C:9]([OH:14])[C:10]([CH3:13])=[CH:11][C:12]=1[S:2]([Cl:1])(=[O:5])=[O:3]. The yield is 0.0240. (6) The reactants are [CH2:1]([N:8]1[CH:16]=[C:15]2[C:10]([CH:11]=[C:12]([C:17]3[CH:18]=[C:19]([CH2:27][CH2:28][CH2:29]Br)[N:20]4[C:25]=3[C:24]([NH2:26])=[N:23][CH:22]=[N:21]4)[CH:13]=[CH:14]2)=[N:9]1)[C:2]1[CH:7]=[CH:6][CH:5]=[CH:4][CH:3]=1.[C-:31]#[N:32].[Na+].[I-].[Na+].O. The catalyst is CN(C=O)C. The product is [NH2:26][C:24]1[C:25]2=[C:17]([C:12]3[CH:13]=[CH:14][C:15]4[C:10]([CH:11]=3)=[N:9][N:8]([CH2:1][C:2]3[CH:3]=[CH:4][CH:5]=[CH:6][CH:7]=3)[CH:16]=4)[CH:18]=[C:19]([CH2:27][CH2:28][CH2:29][C:31]#[N:32])[N:20]2[N:21]=[CH:22][N:23]=1. The yield is 0.670. (7) The reactants are [CH2:1]([N:8]([C@@H:16]1[CH2:21][CH2:20][C@H:19]([CH2:22][OH:23])[CH2:18][CH2:17]1)[CH2:9][C:10]1[CH:15]=[CH:14][CH:13]=[CH:12][CH:11]=1)[C:2]1[CH:7]=[CH:6][CH:5]=[CH:4][CH:3]=1.Cl.ClCC[N:28]1[CH2:33][CH2:32][CH2:31][CH2:30][CH2:29]1.[H-].[K+].O1CCO[CH2:38][CH2:37]1. No catalyst specified. The product is [CH2:9]([N:8]([CH2:1][C:2]1[CH:3]=[CH:4][CH:5]=[CH:6][CH:7]=1)[C@H:16]1[CH2:21][CH2:20][C@@H:19]([CH2:22][O:23][CH2:37][CH2:38][CH:33]2[CH2:32][CH2:31][CH2:30][CH2:29][NH:28]2)[CH2:18][CH2:17]1)[C:10]1[CH:15]=[CH:14][CH:13]=[CH:12][CH:11]=1. The yield is 0.720.